This data is from Full USPTO retrosynthesis dataset with 1.9M reactions from patents (1976-2016). The task is: Predict the reactants needed to synthesize the given product. (1) The reactants are: [CH3:1][O:2][C:3]1[CH:4]=[CH:5][C:6]2[NH:12][C:11](=[O:13])[N:10]([CH:14]3[CH2:19][CH2:18][NH:17][CH2:16][CH2:15]3)[CH2:9][CH2:8][C:7]=2[CH:20]=1.Cl[C:22]1[N:27]=[CH:26][N:25]=[C:24]([O:28][C:29]2[CH:30]=[C:31]([CH3:40])[C:32]3[NH:37][C:36](=[O:38])[CH2:35][O:34][C:33]=3[CH:39]=2)[CH:23]=1.CCN(C(C)C)C(C)C.O. Given the product [CH3:1][O:2][C:3]1[CH:4]=[CH:5][C:6]2[NH:12][C:11](=[O:13])[N:10]([CH:14]3[CH2:19][CH2:18][N:17]([C:22]4[N:27]=[CH:26][N:25]=[C:24]([O:28][C:29]5[CH:30]=[C:31]([CH3:40])[C:32]6[NH:37][C:36](=[O:38])[CH2:35][O:34][C:33]=6[CH:39]=5)[CH:23]=4)[CH2:16][CH2:15]3)[CH2:9][CH2:8][C:7]=2[CH:20]=1, predict the reactants needed to synthesize it. (2) Given the product [CH3:10][CH:9]([CH3:11])[CH2:8][CH2:7][NH:1][C:2]1[NH:3][N:4]=[CH:5][CH:6]=1, predict the reactants needed to synthesize it. The reactants are: [NH2:1][C:2]1[CH:6]=[CH:5][NH:4][N:3]=1.[CH:7](=O)[CH2:8][CH:9]([CH3:11])[CH3:10].C(O)(=O)C.[BH4-].[Na+].[OH-].[Na+]. (3) Given the product [CH:1]1([C:4]2[C:5]([CH2:6][O:7][C:8]3[CH:13]=[CH:12][C:11]([C:14]4[C:15]([CH3:23])=[C:16]([C:20]([NH2:36])=[O:21])[N:17]([CH3:19])[N:18]=4)=[CH:10][C:9]=3[CH3:24])=[C:25]([N:29]3[C:33](=[O:34])[N:32]([CH3:35])[N:31]=[N:30]3)[CH:26]=[CH:27][CH:28]=2)[CH2:3][CH2:2]1, predict the reactants needed to synthesize it. The reactants are: [CH:1]1([C:4]2[CH:28]=[CH:27][CH:26]=[C:25]([N:29]3[C:33](=[O:34])[N:32]([CH3:35])[N:31]=[N:30]3)[C:5]=2[CH2:6][O:7][C:8]2[CH:13]=[CH:12][C:11]([C:14]3[C:15]([CH3:23])=[C:16]([C:20](Cl)=[O:21])[N:17]([CH3:19])[N:18]=3)=[CH:10][C:9]=2[CH3:24])[CH2:3][CH2:2]1.[NH3:36]. (4) Given the product [N:23]12[CH2:24][CH2:25][CH:26]([CH2:27][CH2:28]1)[C@@H:21]([O:20][C:18]([CH:1]1[C:10]3[C:5](=[CH:6][CH:7]=[CH:8][CH:9]=3)[CH2:4][CH2:3][N:2]1[CH2:11][C:60]1[S:59][C:58]([C:56]([O:55][C@H:44]([C:45]3[CH:50]=[CH:49][C:48]([O:51][CH3:52])=[C:47]([O:53][CH3:54])[CH:46]=3)[CH2:43][C:42]3[C:41]([Cl:65])=[CH:40][N+:39]([O-:66])=[CH:38][C:37]=3[Cl:36])=[O:57])=[CH:62][CH:61]=1)=[O:19])[CH2:22]2, predict the reactants needed to synthesize it. The reactants are: [CH:1]1([C:18]([O:20][C@@H:21]2[CH:26]3[CH2:27][CH2:28][N:23]([CH2:24][CH2:25]3)[CH2:22]2)=[O:19])[C:10]2[C:5](=[CH:6][CH:7]=[CH:8][CH:9]=2)[CH2:4][CH2:3][N:2]1[C:11](OC(C)(C)C)=O.Cl.O1CCOCC1.[Cl:36][C:37]1[CH:38]=[N+:39]([O-:66])[CH:40]=[C:41]([Cl:65])[C:42]=1[CH2:43][C@H:44]([O:55][C:56]([C:58]1[S:59][C:60](C=O)=[CH:61][CH:62]=1)=[O:57])[C:45]1[CH:50]=[CH:49][C:48]([O:51][CH3:52])=[C:47]([O:53][CH3:54])[CH:46]=1.C(O)(=O)C.C(O[BH-](OC(=O)C)OC(=O)C)(=O)C.[Na+]. (5) Given the product [O:19]=[C:14]1[CH2:15][CH2:16][C:17](=[O:18])[N:13]1[O:10][C:1](=[O:11])[C@@H:2]([OH:3])[C:4]1[CH:9]=[CH:8][CH:7]=[CH:6][CH:5]=1, predict the reactants needed to synthesize it. The reactants are: [C:1]([OH:11])(=[O:10])[C@H:2]([C:4]1[CH:9]=[CH:8][CH:7]=[CH:6][CH:5]=1)[OH:3].O[N:13]1[C:17](=[O:18])[CH2:16][CH2:15][C:14]1=[O:19].C1(N=C=NC2CCCCC2)CCCCC1.